Dataset: Forward reaction prediction with 1.9M reactions from USPTO patents (1976-2016). Task: Predict the product of the given reaction. (1) The product is: [Br:1][C:2]1[CH:10]=[C:6]([NH:30][C:33](=[O:18])[O:42][CH2:35][C:36]2[CH:41]=[CH:40][CH:39]=[CH:38][CH:37]=2)[CH:5]=[N:4][CH:3]=1. Given the reactants [Br:1][C:2]1[CH:3]=[N:4][CH:5]=[C:6]([CH:10]=1)C(O)=O.C1(P(N=[N+]=[N-])(C2C=CC=CC=2)=[O:18])C=CC=CC=1.CC[N:30]([CH2:33]C)CC.[CH2:35]([OH:42])[C:36]1[CH:41]=[CH:40][CH:39]=[CH:38][CH:37]=1, predict the reaction product. (2) Given the reactants [CH3:1][C:2]1([CH2:6][OH:7])[CH2:5][O:4][CH2:3]1.[H-].[Na+].[N+](C1C=CC([O:19][C:20]([N:22]2[CH2:26][C@@H:25]([N:27]([CH2:40][C:41]3[CH:46]=[C:45]([C:47]([F:50])([F:49])[F:48])[CH:44]=[C:43]([C:51]([F:54])([F:53])[F:52])[CH:42]=3)[C:28]3[N:33]=[CH:32][C:31]([C:34]4[CH:35]=[N:36][N:37]([CH3:39])[CH:38]=4)=[CH:30][N:29]=3)[CH2:24][C@H:23]2[CH2:55][CH3:56])=O)=CC=1)([O-])=O, predict the reaction product. The product is: [CH3:1][C:2]1([CH2:6][O:7][C:20]([N:22]2[CH2:26][C@@H:25]([N:27]([CH2:40][C:41]3[CH:42]=[C:43]([C:51]([F:52])([F:53])[F:54])[CH:44]=[C:45]([C:47]([F:48])([F:49])[F:50])[CH:46]=3)[C:28]3[N:29]=[CH:30][C:31]([C:34]4[CH:35]=[N:36][N:37]([CH3:39])[CH:38]=4)=[CH:32][N:33]=3)[CH2:24][C@H:23]2[CH2:55][CH3:56])=[O:19])[CH2:5][O:4][CH2:3]1. (3) Given the reactants C([Li])CCC.C(NC(C)C)(C)C.[Cl:13][C:14]1[CH:15]=[CH:16][C:17]([O:20][CH3:21])=[N:18][CH:19]=1.[B:22]([O:31]C(C)C)([O:27]C(C)C)[O:23]C(C)C.[OH-].[Na+], predict the reaction product. The product is: [Cl:13][C:14]1[C:15]([O:23][B:22]([OH:31])[OH:27])=[CH:16][C:17]([O:20][CH3:21])=[N:18][CH:19]=1. (4) Given the reactants [F:8][C:7]([F:10])([F:9])[C:6](O[C:6](=[O:11])[C:7]([F:10])([F:9])[F:8])=[O:11].[NH2:14][C@H:15]1[CH2:21][CH2:20][S:19][C@H:18]2[CH2:22][CH2:23][CH2:24][C@@H:25]([C:26]([O:28][CH3:29])=[O:27])[N:17]2[C:16]1=[O:30].CCN(C(C)C)C(C)C, predict the reaction product. The product is: [O:30]=[C:16]1[C@@H:15]([NH:14][C:6](=[O:11])[C:7]([F:8])([F:9])[F:10])[CH2:21][CH2:20][S:19][C@H:18]2[CH2:22][CH2:23][CH2:24][C@@H:25]([C:26]([O:28][CH3:29])=[O:27])[N:17]12. (5) The product is: [F:11][C:12]1[CH:13]=[CH:14][C:15]([C:40]([F:43])([F:41])[F:42])=[C:16]([C:18]([N:20]2[CH2:21][CH2:22][N:23]([C:26]3[CH:31]=[CH:30][C:29]([C:32]4[NH:33][C:34]([CH2:37][CH2:38][CH3:39])=[CH:35][N:36]=4)=[CH:28][N:27]=3)[CH2:24][CH2:25]2)=[O:19])[CH:17]=1. Given the reactants C(Cl)(=O)C(Cl)=O.CS(C)=O.[F:11][C:12]1[CH:13]=[CH:14][C:15]([C:40]([F:43])([F:42])[F:41])=[C:16]([C:18]([N:20]2[CH2:25][CH2:24][N:23]([C:26]3[CH:31]=[CH:30][C:29]([C:32]4[NH:33][CH:34]([CH2:37][CH2:38][CH3:39])[CH2:35][N:36]=4)=[CH:28][N:27]=3)[CH2:22][CH2:21]2)=[O:19])[CH:17]=1.C(N(CC)CC)C, predict the reaction product. (6) Given the reactants [CH3:1][N:2]1[CH2:7][CH2:6][N:5]([C:8]2[CH:13]=[CH:12][C:11]([NH:14][C:15]3[N:20]=[C:19]([C:21]4[C:22]([C:26]5[CH:31]=[CH:30][C:29]([CH3:32])=[CH:28][CH:27]=5)=[N:23][NH:24][CH:25]=4)[CH:18]=[CH:17][N:16]=3)=[CH:10][CH:9]=2)[CH2:4][CH2:3]1.[CH3:33][N:34]([CH3:38])[CH2:35][CH2:36]O.C1(P(C2C=CC=CC=2)C2C=CC=CC=2)C=CC=CC=1.CCOC(/N=N/C(OCC)=O)=O, predict the reaction product. The product is: [CH3:33][N:34]([CH3:38])[CH2:35][CH2:36][N:23]1[C:22]([C:26]2[CH:31]=[CH:30][C:29]([CH3:32])=[CH:28][CH:27]=2)=[C:21]([C:19]2[CH:18]=[CH:17][N:16]=[C:15]([NH:14][C:11]3[CH:10]=[CH:9][C:8]([N:5]4[CH2:4][CH2:3][N:2]([CH3:1])[CH2:7][CH2:6]4)=[CH:13][CH:12]=3)[N:20]=2)[CH:25]=[N:24]1.